This data is from Catalyst prediction with 721,799 reactions and 888 catalyst types from USPTO. The task is: Predict which catalyst facilitates the given reaction. (1) Reactant: C[O:2][C:3](=[O:36])[CH2:4][C:5]1[C:14]([CH3:15])=[C:13]([CH:16]2[CH2:21][CH2:20][N:19]([S:22]([C:25]3[CH:30]=[CH:29][CH:28]=[C:27]([C:31]([F:34])([F:33])[F:32])[CH:26]=3)(=[O:24])=[O:23])[CH2:18][CH2:17]2)[C:12]2[C:7](=[CH:8][CH:9]=[C:10]([F:35])[CH:11]=2)[CH:6]=1.O.[OH-].[Li+]. Product: [F:35][C:10]1[CH:11]=[C:12]2[C:7](=[CH:8][CH:9]=1)[CH:6]=[C:5]([CH2:4][C:3]([OH:36])=[O:2])[C:14]([CH3:15])=[C:13]2[CH:16]1[CH2:21][CH2:20][N:19]([S:22]([C:25]2[CH:30]=[CH:29][CH:28]=[C:27]([C:31]([F:32])([F:34])[F:33])[CH:26]=2)(=[O:24])=[O:23])[CH2:18][CH2:17]1. The catalyst class is: 20. (2) Reactant: [F:1][C:2]1[C:3]([N+:24]([O-])=O)=[C:4]([NH:9][CH:10]2[CH2:15][CH2:14][N:13]([C@H:16]3[CH2:21][CH2:20][C@H:19]([O:22][CH3:23])[CH2:18][CH2:17]3)[CH2:12][CH2:11]2)[CH:5]=[C:6]([CH3:8])[CH:7]=1.O.NN. Product: [F:1][C:2]1[CH:7]=[C:6]([CH3:8])[CH:5]=[C:4]([NH:9][CH:10]2[CH2:15][CH2:14][N:13]([C@H:16]3[CH2:21][CH2:20][C@H:19]([O:22][CH3:23])[CH2:18][CH2:17]3)[CH2:12][CH2:11]2)[C:3]=1[NH2:24]. The catalyst class is: 171.